From a dataset of Full USPTO retrosynthesis dataset with 1.9M reactions from patents (1976-2016). Predict the reactants needed to synthesize the given product. (1) Given the product [F:1][C:2]1[CH:3]=[C:4]2[C:8](=[CH:9][CH:10]=1)[N:7]([C:11]([C:13]1[CH:14]=[C:15]([N:21]3[CH2:26][CH2:25][CH:24]([N:27]4[C:35]5[C:30](=[N:31][CH:32]=[CH:33][CH:34]=5)[NH:29][C:28]4=[O:36])[CH2:23][CH2:22]3)[NH:16][C:17](=[O:19])[CH:18]=1)=[O:12])[CH2:6][CH2:5]2, predict the reactants needed to synthesize it. The reactants are: [F:1][C:2]1[CH:3]=[C:4]2[C:8](=[CH:9][CH:10]=1)[N:7]([C:11]([C:13]1[CH:18]=[C:17]([O:19]C)[N:16]=[C:15]([N:21]3[CH2:26][CH2:25][CH:24]([N:27]4[C:35]5[C:30](=[N:31][CH:32]=[CH:33][CH:34]=5)[NH:29][C:28]4=[O:36])[CH2:23][CH2:22]3)[CH:14]=1)=[O:12])[CH2:6][CH2:5]2.Cl.N1C=CC=CC=1. (2) Given the product [C:2]([C:11]1[CH:12]=[C:7]([F:6])[CH:8]=[CH:9][C:10]=1[NH2:13])#[C:3][CH2:4][CH3:5], predict the reactants needed to synthesize it. The reactants are: O1[CH2:5][CH2:4][CH2:3][CH2:2]1.[F:6][C:7]1[CH:12]=[CH:11][C:10]([NH2:13])=[C:9](I)[CH:8]=1.C#CCC. (3) Given the product [C:14]([N:11]1[CH2:10][CH2:9][N:8]([C:4]2[CH:3]=[C:2]([NH:1][CH:17]=[O:18])[CH:7]=[CH:6][CH:5]=2)[CH2:13][CH2:12]1)(=[O:16])[CH3:15], predict the reactants needed to synthesize it. The reactants are: [NH2:1][C:2]1[CH:3]=[C:4]([N:8]2[CH2:13][CH2:12][N:11]([C:14](=[O:16])[CH3:15])[CH2:10][CH2:9]2)[CH:5]=[CH:6][CH:7]=1.[CH:17](O)=[O:18].